Dataset: Peptide-MHC class I binding affinity with 185,985 pairs from IEDB/IMGT. Task: Regression. Given a peptide amino acid sequence and an MHC pseudo amino acid sequence, predict their binding affinity value. This is MHC class I binding data. (1) The peptide sequence is NFISGIQYLA. The MHC is Patr-A0901 with pseudo-sequence Patr-A0901. The binding affinity (normalized) is 0.510. (2) The peptide sequence is FKFRDLLFKL. The MHC is H-2-Db with pseudo-sequence H-2-Db. The binding affinity (normalized) is 0.0230. (3) The peptide sequence is EVCQATSQY. The MHC is HLA-B18:01 with pseudo-sequence HLA-B18:01. The binding affinity (normalized) is 0.213. (4) The peptide sequence is KVDDTFYYV. The MHC is HLA-C05:01 with pseudo-sequence HLA-C05:01. The binding affinity (normalized) is 0.898. (5) The peptide sequence is SCWQKFDSLV. The MHC is H-2-Db with pseudo-sequence H-2-Db. The binding affinity (normalized) is 0.